Dataset: Merck oncology drug combination screen with 23,052 pairs across 39 cell lines. Task: Regression. Given two drug SMILES strings and cell line genomic features, predict the synergy score measuring deviation from expected non-interaction effect. (1) Drug 1: COC1=C2CC(C)CC(OC)C(O)C(C)C=C(C)C(OC(N)=O)C(OC)C=CC=C(C)C(=O)NC(=CC1=O)C2=O. Drug 2: Cn1c(=O)n(-c2ccc(C(C)(C)C#N)cc2)c2c3cc(-c4cnc5ccccc5c4)ccc3ncc21. Cell line: VCAP. Synergy scores: synergy=28.1. (2) Drug 1: CN(C)C(=N)N=C(N)N. Drug 2: CCN(CC)CCNC(=O)c1c(C)[nH]c(C=C2C(=O)Nc3ccc(F)cc32)c1C. Cell line: OVCAR3. Synergy scores: synergy=0.621.